From a dataset of Reaction yield outcomes from USPTO patents with 853,638 reactions. Predict the reaction yield, written as a fraction of the theoretical maximum amount of product (1.0 means a 100% yield; for example, 0.34 means a 34% yield). (1) The reactants are [C:1]([O:5][C:6]([C:9]([C:12]([O:15][CH:16]([C:18]([CH2:21][OH:22])([F:20])[F:19])[F:17])([F:14])[F:13])([F:11])[F:10])([F:8])[F:7])([F:4])([F:3])[F:2].S(=O)(=O)(O)O.[O-][Mn](=O)(=O)=O.[K+].S(=O)(O)[O-].[Na+].[CH3:39][OH:40]. The catalyst is O. The product is [C:1]([O:5][C:6]([C:9]([C:12]([O:15][CH:16]([C:18]([C:21]([O:40][CH3:39])=[O:22])([F:19])[F:20])[F:17])([F:13])[F:14])([F:11])[F:10])([F:8])[F:7])([F:4])([F:3])[F:2]. The yield is 0.500. (2) The reactants are [NH:1]1[C:5]2[CH:6]=[CH:7][C:8]([C:10]([OH:12])=O)=[CH:9][C:4]=2[N:3]=[CH:2]1.[CH2:13]([C@:15]12[C:24]3[CH:25]=[CH:26][CH:27]=[CH:28][C:23]=3[CH2:22][CH2:21][C@@H:20]1[NH:19][CH2:18][CH2:17][CH2:16]2)[CH3:14]. The catalyst is C(Cl)Cl.CO. The product is [NH:1]1[C:5]2[CH:6]=[CH:7][C:8]([C:10]([N:19]3[C@@H:20]4[C@:15]([CH2:13][CH3:14])([C:24]5[CH:25]=[CH:26][CH:27]=[CH:28][C:23]=5[CH2:22][CH2:21]4)[CH2:16][CH2:17][CH2:18]3)=[O:12])=[CH:9][C:4]=2[N:3]=[CH:2]1. The yield is 0.440. (3) The yield is 0.0100. The product is [F:1][C:2]1[CH:10]=[CH:9][C:5]2[C:6](=[O:8])[N:13]=[C:12]([C:14]3[CH:19]=[CH:18][CH:17]=[CH:16][N:15]=3)[S:11][C:4]=2[CH:3]=1. The reactants are [F:1][C:2]1[CH:10]=[CH:9][C:5]([C:6]([OH:8])=O)=[C:4]([SH:11])[CH:3]=1.[C:12]([C:14]1[CH:19]=[CH:18][CH:17]=[CH:16][N:15]=1)#[N:13]. The catalyst is N1C=CC=CC=1. (4) The reactants are [F:1][C:2]1[CH:30]=[CH:29][CH:28]=[CH:27][C:3]=1[O:4][C:5]1[CH:10]=[CH:9][C:8]([C:11]2[C:19]3[C:14](=[N:15][CH:16]=[N:17][C:18]=3[NH2:20])[N:13]([C@@H:21]3[CH2:26][CH2:25][CH2:24][NH:23][CH2:22]3)[N:12]=2)=[CH:7][CH:6]=1.N1(C(N2C=CN=C2)=O)C=CN=C1.[C:43]([CH2:45][C:46](O)=[O:47])#[N:44]. The catalyst is ClCCl. The product is [NH2:20][C:18]1[N:17]=[CH:16][N:15]=[C:14]2[N:13]([C@@H:21]3[CH2:26][CH2:25][CH2:24][N:23]([C:46](=[O:47])[CH2:45][C:43]#[N:44])[CH2:22]3)[N:12]=[C:11]([C:8]3[CH:7]=[CH:6][C:5]([O:4][C:3]4[CH:27]=[CH:28][CH:29]=[CH:30][C:2]=4[F:1])=[CH:10][CH:9]=3)[C:19]=12. The yield is 0.510.